This data is from Forward reaction prediction with 1.9M reactions from USPTO patents (1976-2016). The task is: Predict the product of the given reaction. Given the reactants Cl[C:2]([O:4][CH2:5][C:6]#[CH:7])=[O:3].[NH2:8][CH2:9][CH2:10][C:11]([OH:13])=[O:12].C([O-])(O)=O.[Na+], predict the reaction product. The product is: [CH2:5]([O:4][C:2]([NH:8][CH2:9][CH2:10][C:11]([OH:13])=[O:12])=[O:3])[C:6]#[CH:7].